From a dataset of Catalyst prediction with 721,799 reactions and 888 catalyst types from USPTO. Predict which catalyst facilitates the given reaction. (1) Reactant: [CH3:1][C:2]1[N:3]=[C:4]([NH2:8])[S:5][C:6]=1[CH3:7].[CH2:9]([Br:12])[CH:10]=[CH2:11]. Product: [BrH:12].[CH2:11]([N:3]1[C:2]([CH3:1])=[C:6]([CH3:7])[S:5][C:4]1=[NH:8])[CH:10]=[CH2:9]. The catalyst class is: 691. (2) Reactant: [C:1]1([C:7]2[C:12]([NH2:13])=[CH:11][CH:10]=[CH:9][N:8]=2)[CH2:6][CH2:5][CH2:4][CH2:3][CH:2]=1.C1CN([P+](Br)(N2CCCC2)N2CCCC2)CC1.F[P-](F)(F)(F)(F)F.[K+].[C:39]([C:41]1[N:42]=[C:43]([C:54]([O-])=[O:55])[N:44]([CH2:46][O:47][CH2:48][CH2:49][Si:50]([CH3:53])([CH3:52])[CH3:51])[CH:45]=1)#[N:40].CCN(C(C)C)C(C)C. Product: [C:1]1([C:7]2[C:12]([NH:13][C:54]([C:43]3[N:44]([CH2:46][O:47][CH2:48][CH2:49][Si:50]([CH3:53])([CH3:52])[CH3:51])[CH:45]=[C:41]([C:39]#[N:40])[N:42]=3)=[O:55])=[CH:11][CH:10]=[CH:9][N:8]=2)[CH2:6][CH2:5][CH2:4][CH2:3][CH:2]=1. The catalyst class is: 2. (3) Reactant: C(=O)=O.[H-].[Na+].[CH2:6]([OH:9])[CH2:7][CH3:8].[C:10]([Si:14]([CH3:17])([CH3:16])Cl)([CH3:13])([CH3:12])[CH3:11]. Product: [C:10]([Si:14]([CH3:17])([CH3:16])[O:9][CH2:6][CH2:7][CH3:8])([CH3:13])([CH3:12])[CH3:11]. The catalyst class is: 1. (4) Product: [NH2:32][C:33]1[CH:34]=[C:35]([CH:38]=[CH:39][C:40]=1[O:41][CH2:42][CH2:43][O:1][N:2]1[C:3](=[O:12])[C:4]2[C:5](=[CH:8][CH:9]=[CH:10][CH:11]=2)[C:6]1=[O:7])[C:36]#[N:37]. The catalyst class is: 7. Reactant: [OH:1][N:2]1[C:6](=[O:7])[C:5]2=[CH:8][CH:9]=[CH:10][CH:11]=[C:4]2[C:3]1=[O:12].C1(P(C2C=CC=CC=2)C2C=CC=CC=2)C=CC=CC=1.[NH2:32][C:33]1[CH:34]=[C:35]([CH:38]=[CH:39][C:40]=1[O:41][CH2:42][CH2:43]O)[C:36]#[N:37].N(C(OCC)=O)=NC(OCC)=O.